This data is from NCI-60 drug combinations with 297,098 pairs across 59 cell lines. The task is: Regression. Given two drug SMILES strings and cell line genomic features, predict the synergy score measuring deviation from expected non-interaction effect. (1) Synergy scores: CSS=18.9, Synergy_ZIP=-2.33, Synergy_Bliss=0.638, Synergy_Loewe=-6.97, Synergy_HSA=0.00178. Drug 1: CC1=CC2C(CCC3(C2CCC3(C(=O)C)OC(=O)C)C)C4(C1=CC(=O)CC4)C. Cell line: K-562. Drug 2: C1CN1P(=S)(N2CC2)N3CC3. (2) Drug 1: C1CCC(CC1)NC(=O)N(CCCl)N=O. Drug 2: C1=NNC2=C1C(=O)NC=N2. Cell line: TK-10. Synergy scores: CSS=5.71, Synergy_ZIP=-2.75, Synergy_Bliss=-3.47, Synergy_Loewe=-9.03, Synergy_HSA=-4.87.